Task: Predict the reaction yield, written as a fraction of the theoretical maximum amount of product (1.0 means a 100% yield; for example, 0.34 means a 34% yield).. Dataset: Reaction yield outcomes from USPTO patents with 853,638 reactions (1) The reactants are [I:1][C:2]1[CH:7]=[CH:6][C:5]([C:8](=O)[CH2:9][C:10]([O:12]CC)=[O:11])=[CH:4][CH:3]=1.Cl.[NH2:17]O.[OH-].[Na+]. The catalyst is O. The product is [I:1][C:2]1[CH:7]=[CH:6][C:5]([C:8]2[CH2:9][C:10](=[O:11])[O:12][N:17]=2)=[CH:4][CH:3]=1. The yield is 0.640. (2) The yield is 0.980. The reactants are [NH2:1][C:2]1[CH:6]=[C:5]([Cl:7])[N:4]([C:8]2[CH:13]=[CH:12][C:11](Br)=[CH:10][CH:9]=2)[C:3]=1[C:15]([O:17][CH2:18][CH3:19])=[O:16].[CH3:20][C:21]1([CH3:37])[C:25]([CH3:27])([CH3:26])[O:24][B:23]([B:23]2[O:24][C:25]([CH3:27])([CH3:26])[C:21]([CH3:37])([CH3:20])[O:22]2)[O:22]1.C([O-])(=O)C.[K+]. The product is [NH2:1][C:2]1[CH:6]=[C:5]([Cl:7])[N:4]([C:8]2[CH:13]=[CH:12][C:11]([B:23]3[O:24][C:25]([CH3:27])([CH3:26])[C:21]([CH3:37])([CH3:20])[O:22]3)=[CH:10][CH:9]=2)[C:3]=1[C:15]([O:17][CH2:18][CH3:19])=[O:16]. The catalyst is O1CCOCC1.C1C=CC(P(C2C=CC=CC=2)[C-]2C=CC=C2)=CC=1.C1C=CC(P(C2C=CC=CC=2)[C-]2C=CC=C2)=CC=1.Cl[Pd]Cl.[Fe+2]. (3) The reactants are Cl.Cl.[CH3:3][C@H:4]1[C:12]2[C:11]([N:13]3[CH2:18][CH2:17][NH:16][CH2:15][CH2:14]3)=[N:10][CH:9]=[N:8][C:7]=2[C@H:6]([OH:19])[CH2:5]1.[C:20]([O:24][C:25]([N:27]([CH:40]([CH3:42])[CH3:41])[CH2:28][C@H:29]([C:33]1[CH:38]=[CH:37][C:36]([Cl:39])=[CH:35][CH:34]=1)[C:30](O)=[O:31])=[O:26])([CH3:23])([CH3:22])[CH3:21].CCN(C(C)C)C(C)C.CN(C(ON1N=NC2C=CC=CC1=2)=[N+](C)C)C.F[P-](F)(F)(F)(F)F. The catalyst is C(Cl)Cl. The product is [Cl:39][C:36]1[CH:37]=[CH:38][C:33]([C@H:29]([C:30]([N:16]2[CH2:15][CH2:14][N:13]([C:11]3[C:12]4[C@H:4]([CH3:3])[CH2:5][C@@H:6]([OH:19])[C:7]=4[N:8]=[CH:9][N:10]=3)[CH2:18][CH2:17]2)=[O:31])[CH2:28][N:27]([CH:40]([CH3:41])[CH3:42])[C:25](=[O:26])[O:24][C:20]([CH3:22])([CH3:21])[CH3:23])=[CH:34][CH:35]=1. The yield is 0.690. (4) The product is [Cl:29][C:28]1[C:23]([Cl:22])=[CH:24][C:25]([O:30][CH2:5][CH:4]([O:7][CH2:8][CH3:9])[O:3][CH2:1][CH3:2])=[CH:26][N:27]=1. The yield is 0.880. The catalyst is C(OCC)(=O)C. The reactants are [CH2:1]([O:3][CH:4]([O:7][CH2:8][CH3:9])[CH2:5]Br)[CH3:2].C(=O)([O-])[O-].[Cs+].[Cs+].CN(C)C(=O)C.[Cl:22][C:23]1[CH:24]=[C:25]([OH:30])[CH:26]=[N:27][C:28]=1[Cl:29]. (5) The catalyst is ClCCl.O.CN(C)C=O. The reactants are S(Cl)(Cl)=O.[O:5]=[C:6]1[NH:10][C:9](=[O:11])[CH:8]([CH2:12][C:13]2[CH:23]=[CH:22][C:16]([O:17][CH2:18][C:19]([OH:21])=O)=[CH:15][CH:14]=2)[S:7]1.[NH2:24][C:25]1[CH:30]=[CH:29][C:28]([O:31][CH3:32])=[CH:27][C:26]=1[N:33]([CH3:41])[C:34](=[O:40])[O:35][C:36]([CH3:39])([CH3:38])[CH3:37].C(N(CC)CC)C.C(=O)(O)[O-].[Na+]. The product is [O:5]=[C:6]1[NH:10][C:9](=[O:11])[CH:8]([CH2:12][C:13]2[CH:14]=[CH:15][C:16]([O:17][CH2:18][C:19]([NH:24][C:25]3[CH:30]=[CH:29][C:28]([O:31][CH3:32])=[CH:27][C:26]=3[N:33]([CH3:41])[C:34](=[O:40])[O:35][C:36]([CH3:37])([CH3:39])[CH3:38])=[O:21])=[CH:22][CH:23]=2)[S:7]1. The yield is 0.890. (6) The reactants are O=[CH:2][CH2:3][C:4]1[C:12]2[C:7](=[CH:8][CH:9]=[C:10]([C:13]#[N:14])[CH:11]=2)[NH:6][CH:5]=1.[CH3:15][O:16][C:17]1[CH:22]=[CH:21][N:20]([C:23]2[CH:28]=[CH:27][C:26]([N:29]3[CH2:34][CH2:33][NH:32][CH2:31][CH2:30]3)=[CH:25][CH:24]=2)[C:19](=[O:35])[CH:18]=1.C([BH3-])#N.[Na+].C(O)(=O)C. The catalyst is CO.O1CCCC1. The product is [CH3:15][O:16][C:17]1[CH:22]=[CH:21][N:20]([C:23]2[CH:24]=[CH:25][C:26]([N:29]3[CH2:30][CH2:31][N:32]([CH2:2][CH2:3][C:4]4[C:12]5[C:7](=[CH:8][CH:9]=[C:10]([C:13]#[N:14])[CH:11]=5)[NH:6][CH:5]=4)[CH2:33][CH2:34]3)=[CH:27][CH:28]=2)[C:19](=[O:35])[CH:18]=1. The yield is 0.600. (7) The reactants are [Cl:1][C:2]1[C:10]([CH3:11])=[CH:9][C:5]([C:6]([OH:8])=O)=[CH:4][N:3]=1.Cl.[NH:13]1[CH2:16][CH2:15][CH2:14]1.CN(C(ON1N=NC2C=CC=NC1=2)=[N+](C)C)C.F[P-](F)(F)(F)(F)F.C(N(CC)C(C)C)(C)C.Cl. The catalyst is ClCCl. The product is [N:13]1([C:6]([C:5]2[CH:9]=[C:10]([CH3:11])[C:2]([Cl:1])=[N:3][CH:4]=2)=[O:8])[CH2:16][CH2:15][CH2:14]1. The yield is 0.640. (8) The reactants are [CH3:1][C:2]1[C:16](=[O:17])[N:15]=[C:14]2[N:4]([C@@H:5]3[O:9][C@H:8]([CH2:10][OH:11])[C@@H:7]([OH:12])[C@@H:6]3[O:13]2)[CH:3]=1.[CH3:18][O:19][CH2:20][CH2:21][O:22]B([O:22][CH2:21][CH2:20][O:19][CH3:18])[O:22][CH2:21][CH2:20][O:19][CH3:18]. The catalyst is COCCO. The product is [CH3:18][O:19][CH2:20][CH2:21][O:22][C@@H:6]1[C@H:7]([OH:12])[C@@H:8]([CH2:10][OH:11])[O:9][C@H:5]1[N:4]1[CH:3]=[C:2]([CH3:1])[C:16](=[O:17])[NH:15][C:14]1=[O:13]. The yield is 0.630.